This data is from Full USPTO retrosynthesis dataset with 1.9M reactions from patents (1976-2016). The task is: Predict the reactants needed to synthesize the given product. (1) Given the product [C:15]([NH:1][CH:2]([CH2:6][CH2:7][CH2:8][CH2:9][CH2:10][CH2:11][CH2:12][CH2:13][CH3:14])[C:3]([OH:5])=[O:4])(=[O:17])[CH3:16], predict the reactants needed to synthesize it. The reactants are: [NH2:1][CH:2]([CH2:6][CH2:7][CH2:8][CH2:9][CH2:10][CH2:11][CH2:12][CH2:13][CH3:14])[C:3]([OH:5])=[O:4].[C:15](OCCCC)(=[O:17])[CH3:16]. (2) The reactants are: [CH3:16][C:11]1([CH3:17])[C:12]([CH3:15])([CH3:14])[O:13][B:9]([B:9]2[O:13][C:12]([CH3:15])([CH3:14])[C:11]([CH3:17])([CH3:16])[O:10]2)[O:10]1.C([O-])(=O)C.[K+].FC(F)(F)S([O:29][C:30]1[CH2:35][CH2:34][CH2:33][C:32](=O)[CH:31]=1)(=O)=O.B(O)O. Given the product [CH3:15][C:12]1([CH3:14])[C:11]([CH3:16])([CH3:17])[O:10][B:9]([C:32]2[CH2:33][CH2:34][CH2:35][C:30](=[O:29])[CH:31]=2)[O:13]1, predict the reactants needed to synthesize it. (3) Given the product [Br:14][C:15]1[C:20]([Cl:21])=[C:19]([CH:2]([CH:3]2[CH2:5][CH2:4]2)[N:26]([CH3:25])[S:27]([CH3:30])(=[O:29])=[O:28])[CH:18]=[N:17][CH:16]=1, predict the reactants needed to synthesize it. The reactants are: [Li][CH2:2][CH2:3][CH2:4][CH3:5].[Li+].CC([N-]C(C)C)C.[Br:14][C:15]1[CH:16]=[N:17][CH:18]=[CH:19][C:20]=1[Cl:21].C1([CH:25]=[N:26][S:27]([CH3:30])(=[O:29])=[O:28])CC1.CI. (4) Given the product [CH3:31][C:30]([O:29][C:27]([N:21]1[CH2:20][CH2:19][C:18]([C:12]2[CH:13]=[CH:14][CH:15]=[CH:16][CH:17]=2)([C:24]([OH:26])=[O:25])[CH2:23][CH2:22]1)=[O:28])([CH3:33])[CH3:32], predict the reactants needed to synthesize it. The reactants are: CC1C=CC(S(O)(=O)=O)=CC=1.[C:12]1([C:18]2([C:24]([OH:26])=[O:25])[CH2:23][CH2:22][NH:21][CH2:20][CH2:19]2)[CH:17]=[CH:16][CH:15]=[CH:14][CH:13]=1.[C:27](O[C:27]([O:29][C:30]([CH3:33])([CH3:32])[CH3:31])=[O:28])([O:29][C:30]([CH3:33])([CH3:32])[CH3:31])=[O:28].[OH-].[Na+]. (5) Given the product [NH2:16][C:15]1[N:11]([C:9]2[CH:8]=[C:7]([NH:24][C:25]3[CH:30]=[CH:29][CH:28]=[CH:27][CH:26]=3)[N:6]=[C:5]([C:31]#[N:32])[N:10]=2)[N:12]=[C:13]([NH:17][C:18]2[CH:23]=[CH:22][CH:21]=[CH:20][CH:19]=2)[N:14]=1, predict the reactants needed to synthesize it. The reactants are: CS([C:5]1[N:10]=[C:9]([N:11]2[C:15]([NH2:16])=[N:14][C:13]([NH:17][C:18]3[CH:23]=[CH:22][CH:21]=[CH:20][CH:19]=3)=[N:12]2)[CH:8]=[C:7]([NH:24][C:25]2[CH:30]=[CH:29][CH:28]=[CH:27][CH:26]=2)[N:6]=1)(=O)=O.[C-:31]#[N:32].[K+].CCO.C(Cl)Cl.C(OCC)C.